From a dataset of Reaction yield outcomes from USPTO patents with 853,638 reactions. Predict the reaction yield, written as a fraction of the theoretical maximum amount of product (1.0 means a 100% yield; for example, 0.34 means a 34% yield). (1) The reactants are [F:1][C:2]1[CH:3]=[C:4]2[C:8](=[CH:9][CH:10]=1)[NH:7][C:6]([CH3:11])=[CH:5]2.[CH2:12]([O:19][C:20]1[CH:25]=[CH:24][C:23](I)=[CH:22][CH:21]=1)[C:13]1[CH:18]=[CH:17][CH:16]=[CH:15][CH:14]=1. No catalyst specified. The product is [F:1][C:2]1[CH:3]=[C:4]2[C:8](=[CH:9][CH:10]=1)[N:7]([C:23]1[CH:24]=[CH:25][C:20]([O:19][CH2:12][C:13]3[CH:18]=[CH:17][CH:16]=[CH:15][CH:14]=3)=[CH:21][CH:22]=1)[C:6]([CH3:11])=[CH:5]2. The yield is 0.230. (2) The reactants are [C:1]([CH2:3][CH2:4][CH2:5][CH2:6][N:7]1[CH:12]=[CH:11][C:10]([NH:13][C:14](=[O:22])[CH2:15][C:16]2[CH:21]=[CH:20][CH:19]=[CH:18][CH:17]=2)=[N:9][C:8]1=[O:23])#[N:2].FC(F)(F)C(O)=O.[NH:31]([C:33](=[S:35])[NH2:34])N. The catalyst is C1(C)C=CC=CC=1. The product is [NH2:34][C:33]1[S:35][C:1]([CH2:3][CH2:4][CH2:5][CH2:6][N:7]2[CH:12]=[CH:11][C:10]([NH:13][C:14](=[O:22])[CH2:15][C:16]3[CH:17]=[CH:18][CH:19]=[CH:20][CH:21]=3)=[N:9][C:8]2=[O:23])=[N:2][N:31]=1. The yield is 0.240. (3) The reactants are [CH2:1]([Li])CCC.[Br:6][C:7]1[CH:8]=[N:9][CH:10]=[C:11]([C:13]([F:16])([F:15])[F:14])[CH:12]=1.CI.C(OC(=O)C)C. The catalyst is C1COCC1.CCCCCC. The product is [Br:6][C:7]1[CH:8]=[N:9][CH:10]=[C:11]([C:13]([F:14])([F:16])[F:15])[C:12]=1[CH3:1]. The yield is 0.179. (4) The reactants are [N+:1]([C:4]1[CH:5]=[CH:6][C:7]2[O:11][C:10]([C:12]([OH:14])=[O:13])=[CH:9][C:8]=2[CH:15]=1)([O-:3])=[O:2].ON1C2C=CC=CC=2N=N1.CCN=C=NCCCN(C)C.Cl.C(N(CC)CC)C.[CH2:45]([O:47][CH2:48][CH:49](O)[CH2:50][O:51][CH2:52][CH3:53])[CH3:46].[Cl-].[NH4+]. The catalyst is CN(C=O)C. The product is [N+:1]([C:4]1[CH:5]=[CH:6][C:7]2[O:11][C:10]([C:12]([O:14][CH:49]([CH2:50][O:51][CH2:52][CH3:53])[CH2:48][O:47][CH2:45][CH3:46])=[O:13])=[CH:9][C:8]=2[CH:15]=1)([O-:3])=[O:2]. The yield is 0.650. (5) The reactants are C([O:3][C:4](=[O:38])[CH2:5][CH:6]1[S:10][C:9]([C:11]2[NH:12][C:13]3[C:18]([CH:19]=2)=[CH:17][C:16]([O:20][C:21]2[CH:26]=[CH:25][C:24]([S:27]([CH3:30])(=[O:29])=[O:28])=[CH:23][CH:22]=2)=[CH:15][C:14]=3[O:31][CH:32]2[CH2:37][CH2:36][O:35][CH2:34][CH2:33]2)=[N:8][CH2:7]1)C.[OH-].[Na+].O1CCCC1. The catalyst is C(O)C. The product is [CH3:30][S:27]([C:24]1[CH:25]=[CH:26][C:21]([O:20][C:16]2[CH:17]=[C:18]3[C:13](=[C:14]([O:31][CH:32]4[CH2:33][CH2:34][O:35][CH2:36][CH2:37]4)[CH:15]=2)[NH:12][C:11]([C:9]2[S:10][CH:6]([CH2:5][C:4]([OH:38])=[O:3])[CH2:7][N:8]=2)=[CH:19]3)=[CH:22][CH:23]=1)(=[O:28])=[O:29]. The yield is 0.670. (6) The reactants are [CH2:1]([O:3][C:4]1[CH:5]=[C:6]([C:10]2[C:19]3[C:14](=[CH:15][CH:16]=[C:17]([C:20]([C:28]4[CH:29]=[N:30][CH:31]=[CH:32][CH:33]=4)([C:22]4[CH:23]=[N:24][CH:25]=[CH:26][CH:27]=4)[OH:21])[CH:18]=3)[N:13]=[C:12]([O:34]C)[CH:11]=2)[CH:7]=[CH:8][CH:9]=1)[CH3:2].Cl. The catalyst is C1COCC1. The product is [CH2:1]([O:3][C:4]1[CH:5]=[C:6]([C:10]2[C:19]3[C:14](=[CH:15][CH:16]=[C:17]([C:20]([OH:21])([C:22]4[CH:23]=[N:24][CH:25]=[CH:26][CH:27]=4)[C:28]4[CH:29]=[N:30][CH:31]=[CH:32][CH:33]=4)[CH:18]=3)[NH:13][C:12](=[O:34])[CH:11]=2)[CH:7]=[CH:8][CH:9]=1)[CH3:2]. The yield is 0.443.